This data is from Reaction yield outcomes from USPTO patents with 853,638 reactions. The task is: Predict the reaction yield, written as a fraction of the theoretical maximum amount of product (1.0 means a 100% yield; for example, 0.34 means a 34% yield). (1) The reactants are [Br:1][C:2]1[N:7]=[C:6]([NH2:8])[CH:5]=[CH:4][CH:3]=1.CCN(CC)CC.[F:16][C:17]1([F:32])[O:21][C:20]2[CH:22]=[CH:23][C:24]([C:26]3([C:29](Cl)=[O:30])[CH2:28][CH2:27]3)=[CH:25][C:19]=2[O:18]1. The catalyst is ClCCl. The product is [Br:1][C:2]1[N:7]=[C:6]([NH:8][C:29]([C:26]2([C:24]3[CH:23]=[CH:22][C:20]4[O:21][C:17]([F:32])([F:16])[O:18][C:19]=4[CH:25]=3)[CH2:28][CH2:27]2)=[O:30])[CH:5]=[CH:4][CH:3]=1. The yield is 0.510. (2) The reactants are [C:1]1([CH2:7][C:8](=[O:10])[CH3:9])[CH:6]=[CH:5][CH:4]=[CH:3][CH:2]=1.[Na].[CH:12](OCC)=[O:13].O. The catalyst is C(OCC)C. The product is [OH:13]/[CH:12]=[CH:9]/[C:8](=[O:10])[CH2:7][C:1]1[CH:6]=[CH:5][CH:4]=[CH:3][CH:2]=1. The yield is 0.570. (3) The yield is 0.630. The reactants are [S:1]1[C:5]([C:6]([C:9]2[CH:17]=[C:16]([O:18][CH3:19])[CH:15]=[CH:14][C:10]=2[C:11]([OH:13])=O)([CH3:8])[CH3:7])=[CH:4][C:3]2[CH:20]=[CH:21][CH:22]=[CH:23][C:2]1=2. The product is [CH3:19][O:18][C:16]1[CH:17]=[C:9]2[C:10](=[CH:14][CH:15]=1)[C:11](=[O:13])[C:4]1[C:3]3[CH:20]=[CH:21][CH:22]=[CH:23][C:2]=3[S:1][C:5]=1[C:6]2([CH3:7])[CH3:8]. The catalyst is O. (4) The reactants are [Br:1][C:2]1[CH:3]=[N:4][CH:5]=[CH:6][C:7]=1[C:8]1[CH2:12][CH2:11][CH2:10][CH:9]=1.C(OCC)(=O)C. The catalyst is C1(C)C=CC=CC=1.CCCCCC.[Pt]=O. The product is [Br:1][C:2]1[CH:3]=[N:4][CH:5]=[CH:6][C:7]=1[CH:8]1[CH2:12][CH2:11][CH2:10][CH2:9]1. The yield is 0.710. (5) The reactants are [C:1]([C:3]1[C:8](=[O:9])[CH:7]=[CH:6][N:5]([C:10]2[CH:15]=[CH:14][CH:13]=[C:12]([C:16]([F:19])([F:18])[F:17])[CH:11]=2)[N:4]=1)#[CH:2].[OH:20][N:21]=[C:22](Cl)[C:23]1[CH:28]=[CH:27][CH:26]=[CH:25][CH:24]=1.CCN(CC)CC. The catalyst is C1COCC1. The product is [C:23]1([C:22]2[C:1]([C:3]3[C:8](=[O:9])[CH:7]=[CH:6][N:5]([C:10]4[CH:15]=[CH:14][CH:13]=[C:12]([C:16]([F:19])([F:18])[F:17])[CH:11]=4)[N:4]=3)=[CH:2][O:20][N:21]=2)[CH:28]=[CH:27][CH:26]=[CH:25][CH:24]=1. The yield is 0.550. (6) The reactants are [CH2:1]([NH:3][C:4](=[O:46])[NH:5][C:6]1[N:11]=[CH:10][C:9]([C:12]2[CH:13]=[C:14]3[C:19](=[CH:20][CH:21]=2)[N:18]([CH:22]([CH:25]2[CH2:30][CH2:29][O:28][CH2:27][CH2:26]2)[CH2:23][OH:24])[CH:17]=[C:16]([C:31]([O:33]CC)=[O:32])[C:15]3=[O:36])=[C:8]([C:37]2[S:38][CH:39]=[C:40]([C:42]([F:45])([F:44])[F:43])[N:41]=2)[CH:7]=1)[CH3:2].[OH-].[Li+]. The catalyst is O1CCCC1.CO.O. The product is [CH2:1]([NH:3][C:4](=[O:46])[NH:5][C:6]1[N:11]=[CH:10][C:9]([C:12]2[CH:13]=[C:14]3[C:19](=[CH:20][CH:21]=2)[N:18]([CH:22]([CH:25]2[CH2:30][CH2:29][O:28][CH2:27][CH2:26]2)[CH2:23][OH:24])[CH:17]=[C:16]([C:31]([OH:33])=[O:32])[C:15]3=[O:36])=[C:8]([C:37]2[S:38][CH:39]=[C:40]([C:42]([F:45])([F:43])[F:44])[N:41]=2)[CH:7]=1)[CH3:2]. The yield is 0.260. (7) The yield is 1.00. The product is [Cl:8][C:6]1[N:5]=[CH:4][N:3]=[C:2]([NH:23][CH2:22][CH:19]2[CH2:20][CH2:21][N:16]([C:9]([O:11][C:12]([CH3:15])([CH3:14])[CH3:13])=[O:10])[CH2:17][CH2:18]2)[CH:7]=1. The catalyst is C(#N)C. The reactants are Cl[C:2]1[CH:7]=[C:6]([Cl:8])[N:5]=[CH:4][N:3]=1.[C:9]([N:16]1[CH2:21][CH2:20][CH:19]([CH2:22][NH2:23])[CH2:18][CH2:17]1)([O:11][C:12]([CH3:15])([CH3:14])[CH3:13])=[O:10].C(=O)([O-])[O-].[K+].[K+]. (8) The reactants are [Cl:1][C:2]1[CH:3]=[CH:4][C:5]([F:19])=[C:6]([CH:18]=1)[C:7]([NH:9][C:10]1[CH:15]=[CH:14][N:13]=[C:12]([O:16]C)[CH:11]=1)=[O:8].[Si](I)(C)(C)C. The catalyst is C(#N)C. The product is [Cl:1][C:2]1[CH:3]=[CH:4][C:5]([F:19])=[C:6]([CH:18]=1)[C:7]([NH:9][C:10]1[CH:15]=[CH:14][NH:13][C:12](=[O:16])[CH:11]=1)=[O:8]. The yield is 0.260. (9) The reactants are [C:1]1([CH3:9])[CH:6]=[CH:5][C:4]([CH:7]=O)=[CH:3][CH:2]=1.[CH3:10][O:11][C:12](=[O:33])[CH:13]=P(C1C=CC=CC=1)(C1C=CC=CC=1)C1C=CC=CC=1. The catalyst is C(Cl)Cl. The product is [CH3:10][O:11][C:12](=[O:33])[CH:13]=[CH:7][C:4]1[CH:5]=[CH:6][C:1]([CH3:9])=[CH:2][CH:3]=1. The yield is 0.950.